From a dataset of Forward reaction prediction with 1.9M reactions from USPTO patents (1976-2016). Predict the product of the given reaction. (1) Given the reactants [Cl:1][C:2]1[C:3]([F:11])=[N:4][C:5]([F:10])=[C:6]([Cl:9])[C:7]=1F.[NH2:12][C:13]1[CH:18]=[CH:17][C:16]([NH:19][C:20](=[O:22])[CH3:21])=[CH:15][CH:14]=1.C(N(C(C)C)C(C)C)C, predict the reaction product. The product is: [Cl:1][C:2]1[C:3]([F:11])=[N:4][C:5]([F:10])=[C:6]([Cl:9])[C:7]=1[NH:12][C:13]1[CH:14]=[CH:15][C:16]([NH:19][C:20](=[O:22])[CH3:21])=[CH:17][CH:18]=1. (2) Given the reactants [C:1]([C@H:5]1[O:9][C:8](=[O:10])[C@:7]([C:18]2[CH:23]=[CH:22][CH:21]=[C:20]([Cl:24])[CH:19]=2)([CH2:11][CH2:12][CH2:13][CH2:14][CH2:15][CH2:16][CH3:17])[O:6]1)([CH3:4])([CH3:3])[CH3:2].C([C@@H]1OC(=O)[C@@H](C2C=CC=C(Cl)C=2)O1)(C)(C)C, predict the reaction product. The product is: [C:1]([C@@H:5]1[O:9][C:8](=[O:10])[C@@:7]([C:18]2[CH:23]=[CH:22][CH:21]=[C:20]([Cl:24])[CH:19]=2)([CH2:11][CH2:12][CH2:13][CH2:14][CH2:15][CH2:16][CH3:17])[O:6]1)([CH3:2])([CH3:3])[CH3:4]. (3) Given the reactants [Br:1][C:2]1[CH:3]=[C:4]([C@@H:8]([OH:20])[C@:9]([C:12]2[CH:17]=[C:16]([F:18])[CH:15]=[CH:14][C:13]=2[F:19])(O)[CH3:10])[CH:5]=[N:6][CH:7]=1.[Br:1][C:2]1[CH:3]=[C:4]([C@@H:8]([OH:20])[C@@:9]([C:12]2[CH:17]=[C:16]([F:18])[CH:15]=[CH:14][C:13]=2[F:19])(O)[CH3:10])[CH:5]=[N:6][CH:7]=1.CCN(CC)CC.CS(Cl)(=O)=O.C(=O)([O-])[O-].[K+].[K+], predict the reaction product. The product is: [Br:1][C:2]1[CH:7]=[N:6][CH:5]=[C:4]([C@@H:8]2[C@:9]([C:12]3[CH:17]=[C:16]([F:18])[CH:15]=[CH:14][C:13]=3[F:19])([CH3:10])[O:20]2)[CH:3]=1. (4) Given the reactants [CH3:1][N:2]([CH3:12])[C:3]1[N:8]=[CH:7][C:6](B(O)O)=[CH:5][CH:4]=1.Cl[C:14]1[N:23]=[C:22]([O:24][CH2:25][C@@H:26]2[CH2:31][CH2:30][CH2:29][N:28](C(OC(C)(C)C)=O)[CH2:27]2)[C:17]2=[N:18][CH:19]=[CH:20][N:21]=[C:16]2[CH:15]=1.C(=O)([O-])[O-].[Na+].[Na+].COCCOC, predict the reaction product. The product is: [CH3:1][N:2]([CH3:12])[C:3]1[CH:4]=[CH:5][C:6]([C:14]2[N:23]=[C:22]([O:24][CH2:25][C@@H:26]3[CH2:31][CH2:30][CH2:29][NH:28][CH2:27]3)[C:17]3=[N:18][CH:19]=[CH:20][N:21]=[C:16]3[CH:15]=2)=[CH:7][N:8]=1. (5) Given the reactants Br[C:2]1[CH:7]=[CH:6][N:5]=[C:4]([CH3:8])[CH:3]=1.[F:9][C:10]([F:22])([F:21])[O:11][C:12]1[CH:13]=[C:14](B(O)O)[CH:15]=[CH:16][CH:17]=1.C([O-])([O-])=O.[K+].[K+], predict the reaction product. The product is: [CH3:8][C:4]1[CH:3]=[C:2]([C:14]2[CH:15]=[CH:16][CH:17]=[C:12]([O:11][C:10]([F:9])([F:21])[F:22])[CH:13]=2)[CH:7]=[CH:6][N:5]=1. (6) Given the reactants [NH2:1][C:2]1[C:3](=[O:20])[N:4]([CH2:11][C:12]2[CH:17]=[CH:16][C:15]([O:18][CH3:19])=[CH:14][CH:13]=2)[C:5](=[O:10])[N:6]([CH3:9])[C:7]=1[NH2:8].[F:21][C:22]1[CH:27]=[CH:26][C:25]([O:28][C:29]([F:32])([F:31])[F:30])=[CH:24][C:23]=1[CH2:33][C:34](O)=O.CCN=C=NCCCN(C)C, predict the reaction product. The product is: [F:21][C:22]1[CH:27]=[CH:26][C:25]([O:28][C:29]([F:30])([F:31])[F:32])=[CH:24][C:23]=1[CH2:33][C:34]1[NH:1][C:2]2[C:3](=[O:20])[N:4]([CH2:11][C:12]3[CH:17]=[CH:16][C:15]([O:18][CH3:19])=[CH:14][CH:13]=3)[C:5](=[O:10])[N:6]([CH3:9])[C:7]=2[N:8]=1. (7) Given the reactants [C:1]([C:4]1[C:22](=[O:23])[C@@:8]2([CH3:24])[C:9]3[C:15]([OH:16])=[CH:14][C:13]([O:17][CH3:18])=[C:12]([C:19]([NH2:21])=[O:20])[C:10]=3[O:11][C:7]2=[CH:6][C:5]=1[OH:25])(=[O:3])[CH3:2].[F:26][C:27]1[C:34]([F:35])=[C:33]([CH3:36])[CH:32]=[CH:31][C:28]=1[CH:29]=O.C([SiH](CC)CC)C.FC(F)(F)C(O)=O, predict the reaction product. The product is: [C:1]([C:4]1[C:22](=[O:23])[C@@:8]2([CH3:24])[C:9]3[C:15]([OH:16])=[CH:14][C:13]([O:17][CH3:18])=[C:12]([C:19]([NH:21][CH2:36][C:33]4[CH:32]=[CH:31][C:28]([CH3:29])=[C:27]([F:26])[C:34]=4[F:35])=[O:20])[C:10]=3[O:11][C:7]2=[CH:6][C:5]=1[OH:25])(=[O:3])[CH3:2]. (8) Given the reactants [F:1][C:2]1[CH:8]=[CH:7][C:5]([NH2:6])=[CH:4][CH:3]=1.[Cl-].[F:10][C:11]1[CH:16]=[CH:15][C:14]([N+]#N)=[CH:13][CH:12]=1, predict the reaction product. The product is: [F:10][C:11]1[CH:16]=[CH:15][C:14]([C:7]2[C:5]([NH2:6])=[CH:4][CH:3]=[C:2]([F:1])[CH:8]=2)=[CH:13][CH:12]=1.